This data is from Forward reaction prediction with 1.9M reactions from USPTO patents (1976-2016). The task is: Predict the product of the given reaction. (1) Given the reactants C(O[C:6](=O)[NH:7][CH2:8][CH:9]([C:11]1[CH:16]=[CH:15][C:14]([F:17])=[CH:13][CH:12]=1)[OH:10])(C)(C)C.Cl[CH2:20]Cl, predict the reaction product. The product is: [F:17][C:14]1[CH:15]=[CH:16][C:11]([CH:9]2[O:10][CH2:20][CH2:6][NH:7][CH2:8]2)=[CH:12][CH:13]=1. (2) The product is: [NH:23]1[CH:24]=[CH:25][N:26]=[C:22]1[C:2]#[C:1][C:3]1[CH:4]=[N:5][CH:6]=[C:7]([CH:20]=1)[C:8]([N:10]=[S@@:11]([CH3:19])(=[O:18])[C:12]1[CH:13]=[CH:14][CH:15]=[CH:16][CH:17]=1)=[O:9]. Given the reactants [C:1]([C:3]1[CH:4]=[N:5][CH:6]=[C:7]([CH:20]=1)[C:8]([N:10]=[S@@:11]([CH3:19])(=[O:18])[C:12]1[CH:17]=[CH:16][CH:15]=[CH:14][CH:13]=1)=[O:9])#[CH:2].I[C:22]1[NH:23][CH:24]=[CH:25][N:26]=1, predict the reaction product. (3) Given the reactants [Cl:1][C:2]1[C:7]([O:8][CH3:9])=[CH:6][C:5]([O:10][CH3:11])=[CH:4][C:3]=1[C:12]1[C:23](=[O:24])[N:22]([CH2:25][CH2:26][N:27]2[CH2:32][CH2:31][N:30]([C:33]([O:35][C:36]([CH3:39])([CH3:38])[CH3:37])=[O:34])[CH2:29][CH2:28]2)[C:15]2[N:16]=[C:17]([S:20][CH3:21])[N:18]=[CH:19][C:14]=2[CH:13]=1.C1C=C(Cl)C=C(C(OO)=[O:48])C=1, predict the reaction product. The product is: [Cl:1][C:2]1[C:7]([O:8][CH3:9])=[CH:6][C:5]([O:10][CH3:11])=[CH:4][C:3]=1[C:12]1[C:23](=[O:24])[N:22]([CH2:25][CH2:26][N:27]2[CH2:28][CH2:29][N:30]([C:33]([O:35][C:36]([CH3:39])([CH3:38])[CH3:37])=[O:34])[CH2:31][CH2:32]2)[C:15]2[N:16]=[C:17]([S:20]([CH3:21])=[O:48])[N:18]=[CH:19][C:14]=2[CH:13]=1. (4) Given the reactants [OH:1][C:2]1[CH:11]=[CH:10][C:5]([C:6]([O:8][CH3:9])=[O:7])=[CH:4][C:3]=1I.[C:13]([Cu])#[N:14], predict the reaction product. The product is: [C:13]([C:3]1[CH:4]=[C:5]([CH:10]=[CH:11][C:2]=1[OH:1])[C:6]([O:8][CH3:9])=[O:7])#[N:14]. (5) Given the reactants [Br:1][C:2]1[CH:11]=[C:10]2[C:5]([CH2:6][CH2:7][CH:8]=[C:9]2[O:12][Si](C)(C)C)=[CH:4][CH:3]=1.Cl[C:18]([CH3:21])([CH3:20])[CH3:19], predict the reaction product. The product is: [Br:1][C:2]1[CH:11]=[C:10]2[C:5]([CH2:6][CH2:7][CH:8]([C:18]([CH3:21])([CH3:20])[CH3:19])[C:9]2=[O:12])=[CH:4][CH:3]=1. (6) Given the reactants CO[C:3]1[CH:10]=[C:9](OC)[CH:8]=[CH:7][C:4]=1[CH:5]=[O:6].[CH:13]1([C:18]([CH3:20])=O)[CH2:17][CH2:16][CH2:15][CH2:14]1.[OH-].[Na+].[CH2:23](O)C, predict the reaction product. The product is: [C:13]1([CH:18]=[CH:20][C:5]([C:4]2[CH:7]=[CH:8][CH:9]=[CH:10][CH:3]=2)=[O:6])[CH:17]=[CH:16][CH:15]=[CH:14][CH:23]=1. (7) Given the reactants FC(F)(F)C(O)=O.[NH:8]1[CH2:13][CH2:12][CH:11]([C:14]([OH:16])=[O:15])[CH2:10][CH2:9]1.C(N(CC)CC)C.[CH3:24][C:25]([O:28][C:29]([NH:31][C:32](N1C=CC=N1)=[N:33][C:34]([O:36][C:37]([CH3:40])([CH3:39])[CH3:38])=[O:35])=[O:30])([CH3:27])[CH3:26], predict the reaction product. The product is: [CH3:27][C:25]([O:28][C:29]([NH:31][C:32]([N:8]1[CH2:13][CH2:12][CH:11]([C:14]([OH:16])=[O:15])[CH2:10][CH2:9]1)=[N:33][C:34]([O:36][C:37]([CH3:40])([CH3:39])[CH3:38])=[O:35])=[O:30])([CH3:24])[CH3:26]. (8) The product is: [Cl:1][C:2]1[CH:7]=[CH:6][C:5]([CH:8]([C:24]2[CH:25]=[CH:26][C:27]([S:30]([CH3:33])(=[O:32])=[O:31])=[CH:28][CH:29]=2)[CH2:9]/[C:10](/[C:12]2[CH:13]=[CH:14][C:15](=[O:23])[N:16]([CH2:18][CH2:19][C:20]([NH2:22])=[O:21])[CH:17]=2)=[N:36]\[OH:37])=[C:4]([CH3:34])[CH:3]=1. Given the reactants [Cl:1][C:2]1[CH:7]=[CH:6][C:5]([CH:8]([C:24]2[CH:29]=[CH:28][C:27]([S:30]([CH3:33])(=[O:32])=[O:31])=[CH:26][CH:25]=2)[CH2:9][C:10]([C:12]2[CH:13]=[CH:14][C:15](=[O:23])[N:16]([CH2:18][CH2:19][C:20]([NH2:22])=[O:21])[CH:17]=2)=O)=[C:4]([CH3:34])[CH:3]=1.Cl.[NH2:36][OH:37].C(=O)([O-])O.[Na+], predict the reaction product. (9) Given the reactants [H-].[Na+].[Cl:3][C:4]1[CH:9]=[CH:8][C:7]([CH:10]([C:16]2[CH:21]=[CH:20][C:19]([Cl:22])=[CH:18][CH:17]=2)[C:11]([O:13]CC)=[O:12])=[CH:6][CH:5]=1.[CH3:23]I, predict the reaction product. The product is: [Cl:22][C:19]1[CH:18]=[CH:17][C:16]([C:10]([C:7]2[CH:8]=[CH:9][C:4]([Cl:3])=[CH:5][CH:6]=2)([CH3:23])[C:11]([OH:13])=[O:12])=[CH:21][CH:20]=1. (10) Given the reactants [C:1]([N:4]1[C:13]2[C:8](=[CH:9][C:10]([N:14]3[CH2:19][CH2:18][N:17](C(OC(C)(C)C)=O)[CH2:16][CH2:15]3)=[CH:11][CH:12]=2)[C@H:7]([NH:27][C:28]2[CH:33]=[CH:32][C:31]([C:34]#[N:35])=[CH:30][N:29]=2)[C@@H:6]([CH3:36])[C@@H:5]1[CH2:37][CH3:38])(=[O:3])[CH3:2].C(O)(C(F)(F)F)=O, predict the reaction product. The product is: [C:1]([N:4]1[C:13]2[C:8](=[CH:9][C:10]([N:14]3[CH2:19][CH2:18][NH:17][CH2:16][CH2:15]3)=[CH:11][CH:12]=2)[C@H:7]([NH:27][C:28]2[CH:33]=[CH:32][C:31]([C:34]#[N:35])=[CH:30][N:29]=2)[C@@H:6]([CH3:36])[C@@H:5]1[CH2:37][CH3:38])(=[O:3])[CH3:2].